Dataset: Catalyst prediction with 721,799 reactions and 888 catalyst types from USPTO. Task: Predict which catalyst facilitates the given reaction. Product: [CH:32]1([C:38]([C:16]2[CH:17]=[CH:18][CH:19]=[CH:20][CH:21]=2)=[CH2:40])[CH2:37][CH2:36][CH2:35][CH2:34][CH2:33]1. The catalyst class is: 1. Reactant: [I-].C[P+]([C:16]1[CH:21]=[CH:20][CH:19]=[CH:18][CH:17]=1)([C:16]1[CH:21]=[CH:20][CH:19]=[CH:18][CH:17]=1)[C:16]1[CH:21]=[CH:20][CH:19]=[CH:18][CH:17]=1.C[Si]([N-][Si](C)(C)C)(C)C.[Na+].[CH:32]1([C:38]([C:40]2C=CC=CC=2)=O)[CH2:37][CH2:36][CH2:35][CH2:34][CH2:33]1.